This data is from Experimentally validated miRNA-target interactions with 360,000+ pairs, plus equal number of negative samples. The task is: Binary Classification. Given a miRNA mature sequence and a target amino acid sequence, predict their likelihood of interaction. The miRNA is mmu-miR-362-3p with sequence AACACACCUGUUCAAGGAUUCA. The protein sequence of the target gene is MGKGCKVVICGLLSVGKTAILEQLLYGNHTIGMEDCETLEDVYMASVETDRGVKEQLHLYDTRGLQKGVELPKHYFSFADGFVLVYSVNNLESFQRVELLKKEIDKFKDKKEVAIVVLGNKLDLSEQRQVDADVAQQWARSEKVKLWEVTVTDRRTLIEPFTLLASKLSQPQSKSSFPLPGRKNKGNSNPEN. Result: 1 (interaction).